Task: Predict the reaction yield, written as a fraction of the theoretical maximum amount of product (1.0 means a 100% yield; for example, 0.34 means a 34% yield).. Dataset: Reaction yield outcomes from USPTO patents with 853,638 reactions The reactants are C(O[CH:5]1[C:21]2=[N:22][CH:23]=[CH:24][CH:25]=[C:20]2[C:7]2([CH2:12][CH2:11][N:10]([CH2:13][C:14]3[CH:19]=[CH:18][CH:17]=[CH:16][CH:15]=3)[CH2:9][CH2:8]2)[O:6]1)(=O)C.C([SiH](CC)CC)C.B(F)(F)F.CCOCC. The catalyst is ClCCl. The product is [CH2:13]([N:10]1[CH2:11][CH2:12][C:7]2([C:20]3[C:21](=[N:22][CH:23]=[CH:24][CH:25]=3)[CH2:5][O:6]2)[CH2:8][CH2:9]1)[C:14]1[CH:15]=[CH:16][CH:17]=[CH:18][CH:19]=1. The yield is 0.890.